Dataset: CYP2C19 inhibition data for predicting drug metabolism from PubChem BioAssay. Task: Regression/Classification. Given a drug SMILES string, predict its absorption, distribution, metabolism, or excretion properties. Task type varies by dataset: regression for continuous measurements (e.g., permeability, clearance, half-life) or binary classification for categorical outcomes (e.g., BBB penetration, CYP inhibition). Dataset: cyp2c19_veith. (1) The drug is c1ccc2c[n+](CCCC[n+]3ccc4ccccc4c3)ccc2c1. The result is 0 (non-inhibitor). (2) The drug is CC(C)(C)Cn1nc(-c2ccc(Cl)cc2)c2c(N)ncnc21. The result is 0 (non-inhibitor).